Task: Predict the reactants needed to synthesize the given product.. Dataset: Full USPTO retrosynthesis dataset with 1.9M reactions from patents (1976-2016) (1) The reactants are: [CH3:1][O:2][C:3]1[CH:38]=[CH:37][C:6]([CH2:7][N:8]2[C:12]3=[N:13][CH:14]=[CH:15][C:16]([O:17][C:18]4[CH:26]=[CH:25][C:21]([C:22](O)=[O:23])=[CH:20][CH:19]=4)=[C:11]3[C:10]([NH:27][C@@H:28]3[CH2:32][CH2:31][N:30]([C:33](=[O:36])[CH2:34][CH3:35])[CH2:29]3)=[N:9]2)=[CH:5][CH:4]=1.[CH3:39][C:40]1[S:44][C:43]([NH2:45])=[N:42][CH:41]=1. Given the product [CH3:1][O:2][C:3]1[CH:4]=[CH:5][C:6]([CH2:7][N:8]2[C:12]3=[N:13][CH:14]=[CH:15][C:16]([O:17][C:18]4[CH:19]=[CH:20][C:21]([C:22]([NH:45][C:43]5[S:44][C:40]([CH3:39])=[CH:41][N:42]=5)=[O:23])=[CH:25][CH:26]=4)=[C:11]3[C:10]([NH:27][C@@H:28]3[CH2:32][CH2:31][N:30]([C:33](=[O:36])[CH2:34][CH3:35])[CH2:29]3)=[N:9]2)=[CH:37][CH:38]=1, predict the reactants needed to synthesize it. (2) Given the product [CH2:25]([N:32]1[CH2:41][CH2:40][C:39]2[C:34](=[N:35][C:36]([N:9]3[CH2:8][CH2:7][CH:6]([O:5][C:4]4[CH:12]=[CH:13][C:14]([O:16][CH3:17])=[CH:15][C:3]=4[F:2])[CH2:11][CH2:10]3)=[C:37]([NH:42][CH:43]3[CH2:44][CH2:45]3)[N:38]=2)[CH2:33]1)[C:26]1[CH:27]=[CH:28][CH:29]=[CH:30][CH:31]=1.[C:19]([OH:20])([C:21]([F:24])([F:23])[F:22])=[O:18], predict the reactants needed to synthesize it. The reactants are: Cl.[F:2][C:3]1[CH:15]=[C:14]([O:16][CH3:17])[CH:13]=[CH:12][C:4]=1[O:5][CH:6]1[CH2:11][CH2:10][NH:9][CH2:8][CH2:7]1.[OH:18][C:19]([C:21]([F:24])([F:23])[F:22])=[O:20].[CH2:25]([N:32]1[CH2:41][CH2:40][C:39]2[C:34](=[N:35][C:36](Cl)=[C:37]([NH:42][CH:43]3[CH2:45][CH2:44]3)[N:38]=2)[CH2:33]1)[C:26]1[CH:31]=[CH:30][CH:29]=[CH:28][CH:27]=1.CC(C)([O-])C.[Na+]. (3) The reactants are: [C:1]([C:3]1[CH:8]=[CH:7][N+:6]([O-])=[CH:5][CH:4]=1)#[N:2].FC(F)(F)C(OC(=O)C(F)(F)F)=[O:13]. Given the product [C:1]([C:3]1[CH:8]=[CH:7][NH:6][C:5](=[O:13])[CH:4]=1)#[N:2], predict the reactants needed to synthesize it. (4) Given the product [CH3:16][O:15][C:12]1[CH:13]=[CH:14][C:9]([NH:8][C:6]2[C:5]([N+:17]([O-:19])=[O:18])=[CH:4][N:3]=[C:2]([NH:32][C:30]3[CH:29]=[N:28][N:27]([CH:24]4[CH2:25][CH2:26][N:21]([CH3:20])[CH2:22][CH2:23]4)[CH:31]=3)[N:7]=2)=[CH:10][CH:11]=1, predict the reactants needed to synthesize it. The reactants are: Cl[C:2]1[N:7]=[C:6]([NH:8][C:9]2[CH:14]=[CH:13][C:12]([O:15][CH3:16])=[CH:11][CH:10]=2)[C:5]([N+:17]([O-:19])=[O:18])=[CH:4][N:3]=1.[CH3:20][N:21]1[CH2:26][CH2:25][CH:24]([N:27]2[CH:31]=[C:30]([NH2:32])[CH:29]=[N:28]2)[CH2:23][CH2:22]1.CCN(C(C)C)C(C)C. (5) Given the product [Br:1][C:2]1[CH:10]=[CH:9][CH:8]=[C:7]2[C:3]=1[CH2:4][CH:5]([CH3:12])[CH:6]2[O:11][CH3:20], predict the reactants needed to synthesize it. The reactants are: [Br:1][C:2]1[CH:10]=[CH:9][CH:8]=[C:7]2[C:3]=1[CH2:4][CH:5]([CH3:12])[C:6]2=[O:11].[BH4-].[Na+].[OH-].[K+].CI.Br[C:20]1C=CC=C2C=1CC(C)C2O. (6) Given the product [C:40]([N:43]1[C:51]2[C:46](=[CH:47][C:48]([NH:52][C:14]([C:9]3[C:8]([C:5]4[CH:4]=[CH:3][C:2]([CH3:1])=[CH:7][CH:6]=4)=[CH:13][CH:12]=[CH:11][CH:10]=3)=[O:16])=[CH:49][CH:50]=2)[CH2:45][CH2:44]1)(=[O:42])[CH3:41], predict the reactants needed to synthesize it. The reactants are: [CH3:1][C:2]1[CH:7]=[CH:6][C:5]([C:8]2[C:9]([C:14]([OH:16])=O)=[CH:10][CH:11]=[CH:12][CH:13]=2)=[CH:4][CH:3]=1.O.ON1C2C=CC=CC=2N=N1.Cl.CN(C)CCCN=C=NCC.[C:40]([N:43]1[C:51]2[C:46](=[CH:47][C:48]([NH2:52])=[CH:49][CH:50]=2)[CH2:45][CH2:44]1)(=[O:42])[CH3:41]. (7) Given the product [CH2:25]([O:27][C:28](=[O:29])[C:30]1[CH:31]=[CH:32][C:33]([N:21]2[CH2:22][CH2:23][N:18]([C:15]3[CH:14]=[CH:13][C:12]([C:11](=[O:24])[NH:10][C:6]4[CH:5]=[C:4]5[C:9](=[CH:8][CH:7]=4)[CH2:1][CH2:2][CH2:3]5)=[CH:17][CH:16]=3)[CH2:19][CH2:20]2)=[N:34][CH:35]=1)[CH3:26], predict the reactants needed to synthesize it. The reactants are: [CH2:1]1[C:9]2[C:4](=[CH:5][C:6]([NH:10][C:11](=[O:24])[C:12]3[CH:17]=[CH:16][C:15]([N:18]4[CH2:23][CH2:22][NH:21][CH2:20][CH2:19]4)=[CH:14][CH:13]=3)=[CH:7][CH:8]=2)[CH2:3][CH2:2]1.[CH2:25]([O:27][C:28]([C:30]1[CH:31]=[CH:32][C:33](Cl)=[N:34][CH:35]=1)=[O:29])[CH3:26].C(N(C(C)C)CC)(C)C.